This data is from Peptide-MHC class II binding affinity with 134,281 pairs from IEDB. The task is: Regression. Given a peptide amino acid sequence and an MHC pseudo amino acid sequence, predict their binding affinity value. This is MHC class II binding data. (1) The peptide sequence is RQEKWMTGRMGERQL. The MHC is DRB1_0901 with pseudo-sequence DRB1_0901. The binding affinity (normalized) is 0.426. (2) The peptide sequence is IQSIPFVHLGHRDNI. The MHC is DRB1_1602 with pseudo-sequence DRB1_1602. The binding affinity (normalized) is 0.252.